From a dataset of Reaction yield outcomes from USPTO patents with 853,638 reactions. Predict the reaction yield, written as a fraction of the theoretical maximum amount of product (1.0 means a 100% yield; for example, 0.34 means a 34% yield). (1) The reactants are [O:1]=[C:2]1[N:7]([C:8]2[CH:17]=[N:16][C:15]3[C:10](=[CH:11][C:12]([C:18]4[CH:19]=[N:20][CH:21]=[C:22]([NH:24][S:25]([C:28]5[CH:33]=[CH:32][CH:31]=[CH:30][CH:29]=5)(=[O:27])=[O:26])[CH:23]=4)=[CH:13][CH:14]=3)[N:9]=2)[CH2:6][CH2:5][N:4](C(OC(C)(C)C)=O)[CH2:3]1.FC(F)(F)C(O)=O. The catalyst is C(#N)C.C(OCC)(=O)C. The product is [O:1]=[C:2]1[CH2:3][NH:4][CH2:5][CH2:6][N:7]1[C:8]1[CH:17]=[N:16][C:15]2[C:10]([N:9]=1)=[CH:11][C:12]([C:18]1[CH:23]=[C:22]([NH:24][S:25]([C:28]3[CH:33]=[CH:32][CH:31]=[CH:30][CH:29]=3)(=[O:27])=[O:26])[CH:21]=[N:20][CH:19]=1)=[CH:13][CH:14]=2. The yield is 0.670. (2) The reactants are Cl[CH2:2][CH2:3][CH2:4][O:5][C:6]1[CH:7]=[N:8][CH:9]=[CH:10][CH:11]=1.[CH3:12][NH:13][CH3:14]. The catalyst is CO. The product is [CH3:12][N:13]([CH3:14])[CH2:2][CH2:3][CH2:4][O:5][C:6]1[CH:7]=[N:8][CH:9]=[CH:10][CH:11]=1. The yield is 0.929. (3) The reactants are C(Cl)(=O)C(Cl)=O.CS(C)=O.[C:11]1([C:17]([C:35]2[CH:40]=[CH:39][CH:38]=[CH:37][CH:36]=2)([C:29]2[CH:34]=[CH:33][CH:32]=[CH:31][CH:30]=2)[N:18]2[CH:22]=[C:21]([CH:23]3[CH:25]([CH3:26])[CH:24]3[CH2:27][OH:28])[N:20]=[CH:19]2)[CH:16]=[CH:15][CH:14]=[CH:13][CH:12]=1.[Cl-].[NH4+]. The catalyst is C(Cl)Cl. The product is [C:35]1([C:17]([C:11]2[CH:16]=[CH:15][CH:14]=[CH:13][CH:12]=2)([C:29]2[CH:30]=[CH:31][CH:32]=[CH:33][CH:34]=2)[N:18]2[CH:22]=[C:21]([CH:23]3[CH:25]([CH3:26])[CH:24]3[CH:27]=[O:28])[N:20]=[CH:19]2)[CH:40]=[CH:39][CH:38]=[CH:37][CH:36]=1. The yield is 0.760.